From a dataset of Forward reaction prediction with 1.9M reactions from USPTO patents (1976-2016). Predict the product of the given reaction. (1) Given the reactants [CH3:1][CH:2]([CH3:32])/[C:3](=[N:9]/[O:10][CH2:11][C:12]1[CH:17]=[CH:16][C:15]([O:18][CH2:19][C:20]2[N:21]=[C:22]([C:26]3[CH:31]=[CH:30][CH:29]=[CH:28][CH:27]=3)[O:23][C:24]=2[CH3:25])=[CH:14][CH:13]=1)/[C:4]([O:6]CC)=[O:5].Cl, predict the reaction product. The product is: [CH3:1][CH:2]([CH3:32])/[C:3](=[N:9]/[O:10][CH2:11][C:12]1[CH:13]=[CH:14][C:15]([O:18][CH2:19][C:20]2[N:21]=[C:22]([C:26]3[CH:27]=[CH:28][CH:29]=[CH:30][CH:31]=3)[O:23][C:24]=2[CH3:25])=[CH:16][CH:17]=1)/[C:4]([OH:6])=[O:5]. (2) Given the reactants [O:1]1[CH2:6][C@@:2]1([C:7]([F:10])([F:9])[F:8])[C:3]([OH:5])=[O:4].Cl.[Cl-].[Na+], predict the reaction product. The product is: [F:8][C:7]([F:10])([F:9])[C@:2]([OH:1])([CH3:6])[C:3]([OH:5])=[O:4]. (3) The product is: [Br:13][C:14]1[CH:19]=[C:18]([F:20])[CH:17]=[CH:16][C:15]=1[N-:21][S:22]([C@@H:25]1[CH2:38][CH2:37][C:28]2([O:29][C@H:30]([CH2:35][OH:36])[C@@H:31]([CH2:33][OH:34])[O:32]2)[CH:27]=[C:26]1[C:39]([O:41][CH2:42][CH3:43])=[O:40])(=[O:24])=[O:23].[K+:12]. Given the reactants O.C(C(CCCC)C([O-])=O)C.[K+:12].[Br:13][C:14]1[CH:19]=[C:18]([F:20])[CH:17]=[CH:16][C:15]=1[NH:21][S:22]([C@@H:25]1[CH2:38][CH2:37][C:28]2([O:32][C@H:31]([CH2:33][OH:34])[C@@H:30]([CH2:35][OH:36])[O:29]2)[CH:27]=[C:26]1[C:39]([O:41][CH2:42][CH3:43])=[O:40])(=[O:24])=[O:23], predict the reaction product.